From a dataset of Full USPTO retrosynthesis dataset with 1.9M reactions from patents (1976-2016). Predict the reactants needed to synthesize the given product. (1) Given the product [F:1][C:2]1[CH:21]=[N:20][CH:19]=[CH:18][C:3]=1[C:4]1[O:17][C:8]2[CH:9]=[CH:10][C:11]([C:13]([F:16])([F:15])[F:14])=[CH:12][C:7]=2[N:6]=1, predict the reactants needed to synthesize it. The reactants are: [F:1][C:2]1[CH:21]=[N:20][CH:19]=[CH:18][C:3]=1[C:4]([NH:6][C:7]1[CH:12]=[C:11]([C:13]([F:16])([F:15])[F:14])[CH:10]=[CH:9][C:8]=1[OH:17])=O.O1CCCC1.C1(P(C2C=CC=CC=2)C2C=CC=CC=2)C=CC=CC=1.N(C(OCC)=O)=NC(OCC)=O. (2) Given the product [Cl:22][C:23]1[CH:28]=[C:27]([C:2]2[N:7]=[C:6]([C:8]([F:11])([F:10])[F:9])[CH:5]=[C:4]([C:12]3[CH:13]=[N:14][C:15]([C:18]([F:21])([F:20])[F:19])=[CH:16][CH:17]=3)[N:3]=2)[CH:26]=[CH:25][N:24]=1, predict the reactants needed to synthesize it. The reactants are: Cl[C:2]1[N:7]=[C:6]([C:8]([F:11])([F:10])[F:9])[CH:5]=[C:4]([C:12]2[CH:13]=[N:14][C:15]([C:18]([F:21])([F:20])[F:19])=[CH:16][CH:17]=2)[N:3]=1.[Cl:22][C:23]1[CH:28]=[C:27](B(O)O)[CH:26]=[CH:25][N:24]=1. (3) Given the product [NH2:6][C:7]1[CH:14]=[CH:13][CH:12]=[CH:11][C:8]=1[C:9](=[O:15])[C:1]([CH3:4])([CH3:3])[CH3:2], predict the reactants needed to synthesize it. The reactants are: [C:1]([Li])([CH3:4])([CH3:3])[CH3:2].[NH2:6][C:7]1[CH:14]=[CH:13][CH:12]=[CH:11][C:8]=1[C:9]#N.[O:15]1CCCC1. (4) Given the product [C:1]([O:5][C:6]([NH:7][C@@H:8]([C:10]1[CH:19]=[CH:18][C:17]2[C:12](=[CH:13][C:14](/[CH:29]=[CH:28]/[C:24]([CH2:30][F:31])([CH2:23][F:22])[C:25]([OH:27])=[O:26])=[CH:15][CH:16]=2)[N:11]=1)[CH3:9])=[O:21])([CH3:4])([CH3:3])[CH3:2], predict the reactants needed to synthesize it. The reactants are: [C:1]([O:5][C:6](=[O:21])[NH:7][C@@H:8]([C:10]1[CH:19]=[CH:18][C:17]2[C:12](=[CH:13][C:14](Br)=[CH:15][CH:16]=2)[N:11]=1)[CH3:9])([CH3:4])([CH3:3])[CH3:2].[F:22][CH2:23][C:24]([CH2:30][F:31])([CH:28]=[CH2:29])[C:25]([OH:27])=[O:26].C1(C)C=CC=CC=1P(C1C=CC=CC=1C)C1C=CC=CC=1C.C(N(CC)CC)C.